Dataset: Forward reaction prediction with 1.9M reactions from USPTO patents (1976-2016). Task: Predict the product of the given reaction. (1) Given the reactants [CH3:1][C:2]1[C:25]([O:26][CH3:27])=[CH:24][C:5]2[C:6](=[O:23])[N:7]3[CH2:22][CH2:21][CH2:20][C@H:8]3[C@H:9](O)[N:10](C(OCC(Cl)(Cl)Cl)=O)[C:4]=2[C:3]=1[O:28][CH3:29], predict the reaction product. The product is: [CH3:1][C:2]1[C:25]([O:26][CH3:27])=[CH:24][C:5]2[C:6](=[O:23])[N:7]3[CH2:22][CH2:21][CH2:20][CH:8]3[CH:9]=[N:10][C:4]=2[C:3]=1[O:28][CH3:29]. (2) The product is: [Cl:12][C:6]1[CH:5]=[C:4]([C:13]2[S:17][C:16]([NH:18][C:19](=[O:21])[CH3:20])=[N:15][C:14]=2[CH3:22])[CH:3]=[C:2]([Cl:1])[C:7]=1[S:8](=[O:10])(=[O:11])[N:24]([CH3:25])[CH3:23]. Given the reactants [Cl:1][C:2]1[CH:3]=[C:4]([C:13]2[S:17][C:16]([NH:18][C:19](=[O:21])[CH3:20])=[N:15][C:14]=2[CH3:22])[CH:5]=[C:6]([Cl:12])[C:7]=1[S:8](=[O:11])(=[O:10])N.[CH3:23][NH:24][CH3:25], predict the reaction product. (3) Given the reactants C(OC([N:8]1[CH2:15][C:14]2[C:10](=[N:11][NH:12][C:13]=2[NH2:16])[CH2:9]1)=O)(C)(C)C.[Cl:17][CH2:18][C:19]([CH2:21]C(=O)C)=O.O.[CH3:26][C:27](O)=O, predict the reaction product. The product is: [ClH:17].[Cl:17][C:18]1[C:19]([CH3:21])=[N:16][C:13]2[N:12]([N:11]=[C:10]3[CH2:9][NH:8][CH2:15][C:14]3=2)[C:27]=1[CH3:26]. (4) Given the reactants O[C:2]1[N:12]=[CH:11][C:10]2[C:9](=[O:13])[N:8]3[CH2:14][C@H:15]([C:18]([O:20][CH3:21])=[O:19])[CH2:16][CH2:17][C@H:7]3[CH2:6][CH2:5][C:4]=2[CH:3]=1.O=P(Cl)(Cl)[Cl:24], predict the reaction product. The product is: [Cl:24][C:2]1[N:12]=[CH:11][C:10]2[C:9](=[O:13])[N:8]3[CH2:14][C@H:15]([C:18]([O:20][CH3:21])=[O:19])[CH2:16][CH2:17][C@H:7]3[CH2:6][CH2:5][C:4]=2[CH:3]=1. (5) Given the reactants CN(C)[CH:3]=[O:4].[CH3:6][C:7]1([CH3:14])[CH2:12][CH2:11][CH2:10][CH2:9][C:8]1=O.P(Cl)(Cl)([Cl:17])=O, predict the reaction product. The product is: [Cl:17][C:8]1[C:7]([CH3:14])([CH3:6])[CH2:12][CH2:11][CH2:10][C:9]=1[CH:3]=[O:4].